Task: Predict the reactants needed to synthesize the given product.. Dataset: Full USPTO retrosynthesis dataset with 1.9M reactions from patents (1976-2016) (1) The reactants are: [CH2:1]=[C:2]1[CH2:11][CH2:10][CH2:9][C:4]2([CH2:8][CH2:7][CH2:6][CH2:5]2)[CH:3]1[C:12]([OH:14])=[O:13].[C:15]([O-])([O-])=O.[K+].[K+].CI.Cl. Given the product [CH2:1]=[C:2]1[CH2:11][CH2:10][CH2:9][C:4]2([CH2:8][CH2:7][CH2:6][CH2:5]2)[CH:3]1[C:12]([O:14][CH3:15])=[O:13], predict the reactants needed to synthesize it. (2) Given the product [CH:1]([N:4]([CH2:5][C:6]1[C:15]2[C:10](=[CH:11][CH:12]=[CH:13][CH:14]=2)[NH:9][C:8](=[O:16])[CH:7]=1)[C:22]([C:18]1[O:17][CH:21]=[CH:20][CH:19]=1)=[O:23])([CH3:3])[CH3:2], predict the reactants needed to synthesize it. The reactants are: [CH:1]([NH:4][CH2:5][C:6]1[C:15]2[C:10](=[CH:11][CH:12]=[CH:13][CH:14]=2)[NH:9][C:8](=[O:16])[CH:7]=1)([CH3:3])[CH3:2].[O:17]1[CH:21]=[CH:20][CH:19]=[C:18]1[C:22](Cl)=[O:23]. (3) The reactants are: C[O:2][C:3]([C:5]1[CH2:6][N:7]([C:30]([O:32][C:33]([CH3:36])([CH3:35])[CH3:34])=[O:31])[CH2:8][CH2:9][C:10]=1[C:11]1[CH:12]=[N:13][C:14]([O:17][CH2:18][CH2:19][O:20][C:21]2[C:26]([Cl:27])=[CH:25][C:24]([CH3:28])=[CH:23][C:22]=2[Cl:29])=[CH:15][CH:16]=1)=[O:4].[Li+].[OH-].Cl. Given the product [C:33]([O:32][C:30]([N:7]1[CH2:8][CH2:9][C:10]([C:11]2[CH:12]=[N:13][C:14]([O:17][CH2:18][CH2:19][O:20][C:21]3[C:26]([Cl:27])=[CH:25][C:24]([CH3:28])=[CH:23][C:22]=3[Cl:29])=[CH:15][CH:16]=2)=[C:5]([C:3]([OH:4])=[O:2])[CH2:6]1)=[O:31])([CH3:36])([CH3:34])[CH3:35], predict the reactants needed to synthesize it. (4) Given the product [CH3:13][O:14][C:2]1[N:7]=[C:6]([CH3:8])[C:5]([O:9][CH2:10][O:11][CH3:12])=[CH:4][CH:3]=1, predict the reactants needed to synthesize it. The reactants are: I[C:2]1[N:7]=[C:6]([CH3:8])[C:5]([O:9][CH2:10][O:11][CH3:12])=[CH:4][CH:3]=1.[CH3:13][OH:14]. (5) Given the product [Si:1]([O:18][CH2:19][C:20]1[C:21]([N:35]2[CH2:36][C@H:37]([CH3:42])[O:38][C@H:39]([CH3:41])[CH2:40]2)=[C:22]([F:34])[C:23]([F:33])=[C:24]([C:26](=[N:44][OH:45])[C:27]([O:29][CH2:30][CH3:31])=[O:28])[CH:25]=1)([C:14]([CH3:15])([CH3:16])[CH3:17])([C:8]1[CH:13]=[CH:12][CH:11]=[CH:10][CH:9]=1)[C:2]1[CH:7]=[CH:6][CH:5]=[CH:4][CH:3]=1, predict the reactants needed to synthesize it. The reactants are: [Si:1]([O:18][CH2:19][C:20]1[C:21]([N:35]2[CH2:40][C@H:39]([CH3:41])[O:38][C@H:37]([CH3:42])[CH2:36]2)=[C:22]([F:34])[C:23]([F:33])=[C:24]([C:26](=O)[C:27]([O:29][CH2:30][CH3:31])=[O:28])[CH:25]=1)([C:14]([CH3:17])([CH3:16])[CH3:15])([C:8]1[CH:13]=[CH:12][CH:11]=[CH:10][CH:9]=1)[C:2]1[CH:7]=[CH:6][CH:5]=[CH:4][CH:3]=1.Cl.[NH2:44][OH:45].